Task: Predict which catalyst facilitates the given reaction.. Dataset: Catalyst prediction with 721,799 reactions and 888 catalyst types from USPTO (1) Reactant: [N+:1]([C:4]1[CH:5]=[C:6]([C:14]2[O:15][C:16]3[CH:22]=[CH:21][C:20]([C:23]4[CH:28]=[CH:27][C:26]([Cl:29])=[C:25]([CH3:30])[CH:24]=4)=[CH:19][C:17]=3[N:18]=2)[C:7]([NH:10][CH2:11][CH2:12][CH3:13])=[CH:8][CH:9]=1)([O-])=O. Product: [NH2:1][C:4]1[CH:5]=[C:6]([C:14]2[O:15][C:16]3[CH:22]=[CH:21][C:20]([C:23]4[CH:28]=[CH:27][C:26]([Cl:29])=[C:25]([CH3:30])[CH:24]=4)=[CH:19][C:17]=3[N:18]=2)[C:7]([NH:10][CH2:11][CH2:12][CH3:13])=[CH:8][CH:9]=1. The catalyst class is: 401. (2) The catalyst class is: 14. Reactant: C(OC1C=C(C=CC=1)OCC[CH2:14][CH2:15][NH2:16])CCCCC.[CH2:20]([O:26][C:27]1[CH:28]=[C:29]([CH:46]=[CH:47][CH:48]=1)[O:30][CH2:31][CH2:32][CH2:33][CH2:34][N:35]1[C:39](=O)[C:38]2=[CH:41][CH:42]=[CH:43][CH:44]=[C:37]2C1=O)[CH2:21][CH2:22][CH2:23][CH2:24][CH3:25].O.NN. Product: [CH2:20]([O:26][C:27]1[CH:28]=[C:29]([CH:46]=[CH:47][CH:48]=1)[O:30][CH2:31][CH2:32][CH2:33][CH2:34][NH:35][C:39]1[C:38]2[C:37](=[CH:44][CH:43]=[CH:42][CH:41]=2)[N:16]=[CH:15][CH:14]=1)[CH2:21][CH2:22][CH2:23][CH2:24][CH3:25]. (3) Reactant: [CH:1](/[C:9]1[N:17]=[CH:16][N:15]=[C:14]2[C:10]=1[N:11]=[CH:12][N:13]2[C@@H:18]1[O:28][C@H:27]2[C@@H:20]([O:21][Si](C(C)C)(C(C)C)O[Si](C(C)C)(C(C)C)[O:25][CH2:26]2)[C@H:19]1[O:41][CH3:42])=[CH:2]\[C:3]1[CH:8]=[CH:7][CH:6]=[CH:5][CH:4]=1.C(O)(=O)C.[F-].C([N+](CCCC)(CCCC)CCCC)CCC. Product: [OH:25][CH2:26][C@@H:27]1[C@H:20]([OH:21])[C@@H:19]([O:41][CH3:42])[C@H:18]([N:13]2[CH:12]=[N:11][C:10]3[C:14]2=[N:15][CH:16]=[N:17][C:9]=3/[CH:1]=[CH:2]/[C:3]2[CH:8]=[CH:7][CH:6]=[CH:5][CH:4]=2)[O:28]1. The catalyst class is: 7. (4) Product: [O:18]=[S:8]1(=[O:17])[C:9]2[CH:16]=[CH:15][CH:14]=[CH:13][C:10]=2[NH:11][C:6]([C:5]2[C:4](=[O:19])[NH:11][C:6]([CH3:5])=[C:25]([C:9]3[CH:16]=[CH:15][CH:14]=[CH:13][CH:10]=3)[C:26]=2[OH:28])=[CH:7]1. Reactant: C(O[C:4](=[O:19])[CH2:5][C:6]1[N:11](C)[C:10]2[CH:13]=[CH:14][CH:15]=[CH:16][C:9]=2[S:8](=[O:18])(=[O:17])[CH:7]=1)C.[H-].[Na+].N#N.Cl.[CH3:25][C:26]([OH:28])=O. The catalyst class is: 1. (5) Reactant: [H-].[Na+].[NH:3]1[C:11]2[C:6](=[CH:7][CH:8]=[CH:9][C:10]=2[CH:12]=[O:13])[CH:5]=[CH:4]1.[CH3:14][C:15]1[CH:20]=[CH:19][C:18]([S:21](Cl)(=[O:23])=[O:22])=[CH:17][CH:16]=1.[Cl-].[NH4+]. Product: [S:21]([N:3]1[C:11]2[C:6](=[CH:7][CH:8]=[CH:9][C:10]=2[CH:12]=[O:13])[CH:5]=[CH:4]1)([C:18]1[CH:19]=[CH:20][C:15]([CH3:14])=[CH:16][CH:17]=1)(=[O:23])=[O:22]. The catalyst class is: 1. (6) Product: [CH3:1][N:2]([CH2:22][C:23]#[CH:24])[C:3](=[O:21])[O:4][CH2:5][C@H:6]([NH2:13])[C:7]1[CH:12]=[CH:11][CH:10]=[CH:9][CH:8]=1. Reactant: [CH3:1][N:2]([CH2:22][C:23]#[CH:24])[C:3](=[O:21])[O:4][CH2:5][C@H:6]([NH:13]C(OC(C)(C)C)=O)[C:7]1[CH:12]=[CH:11][CH:10]=[CH:9][CH:8]=1.C([SiH](CC)CC)C.FC(F)(F)C(O)=O. The catalyst class is: 2. (7) Reactant: Cl[C:2]1[C:11]2[C:6](=[CH:7][CH:8]=[CH:9][C:10]=2[C:12]2[CH:17]=[CH:16][CH:15]=[CH:14][CH:13]=2)[C:5]([I:18])=[C:4]([Cl:19])[N:3]=1.[NH2:20][CH2:21][C:22]1[CH:27]=[CH:26][CH:25]=[CH:24][N:23]=1. Product: [Cl:19][C:4]1[N:3]=[C:2]([NH:20][CH2:21][C:22]2[CH:27]=[CH:26][CH:25]=[CH:24][N:23]=2)[C:11]2[C:6]([C:5]=1[I:18])=[CH:7][CH:8]=[CH:9][C:10]=2[C:12]1[CH:17]=[CH:16][CH:15]=[CH:14][CH:13]=1. The catalyst class is: 6. (8) Reactant: [Cl:1][C:2]1[CH:17]=[CH:16][C:5]2S[C:7]3[CH:15]=[CH:14][CH:13]=[CH:12][C:8]=3[C:9](=O)[NH:10][C:4]=2[CH:3]=1.P(Cl)(Cl)(Cl)=[O:19].CN(C)C1C=CC=CC=1.[CH2:32]([N:34]1[CH2:39][CH2:38][NH:37][CH2:36][CH2:35]1)[CH3:33]. Product: [Cl:1][C:2]1[CH:17]=[CH:16][C:5]2[O:19][C:7]3[CH:15]=[CH:14][CH:13]=[CH:12][C:8]=3[C:9]([N:37]3[CH2:38][CH2:39][N:34]([CH2:32][CH3:33])[CH2:35][CH2:36]3)=[N:10][C:4]=2[CH:3]=1. The catalyst class is: 11. (9) Reactant: [C:1]1([CH2:7][OH:8])[CH:6]=[CH:5][CH:4]=[CH:3][CH:2]=1.C(N(CC)CC)C.[O:16]=[C:17]1CCC(=O)N1OC(=O)ON1C(=O)CCC1=O.[O:34]1[CH2:39][CH2:38][CH:37]([C@@H:40]2[NH:44][CH:43]([C:45]([OH:47])=[O:46])[CH2:42][S:41]2)[CH2:36][CH2:35]1. Product: [CH2:7]([O:8][C:17]([N:44]1[CH:43]([C:45]([OH:47])=[O:46])[CH2:42][S:41][C@@H:40]1[CH:37]1[CH2:38][CH2:39][O:34][CH2:35][CH2:36]1)=[O:16])[C:1]1[CH:6]=[CH:5][CH:4]=[CH:3][CH:2]=1. The catalyst class is: 616. (10) Reactant: [N:1]#[C:2]Br.[NH2:4][C:5]1[CH:10]=[CH:9][C:8]([C:11]2[CH:16]=[CH:15][CH:14]=[CH:13][C:12]=2[CH2:17][CH2:18][NH:19][S:20]([C:23]2[CH:28]=[CH:27][CH:26]=[CH:25][CH:24]=2)(=[O:22])=[O:21])=[CH:7][C:6]=1[CH2:29][NH:30][CH2:31][CH2:32][CH3:33]. Product: [NH2:1][C:2]1[N:30]([CH2:31][CH2:32][CH3:33])[CH2:29][C:6]2[C:5](=[CH:10][CH:9]=[C:8]([C:11]3[CH:16]=[CH:15][CH:14]=[CH:13][C:12]=3[CH2:17][CH2:18][NH:19][S:20]([C:23]3[CH:24]=[CH:25][CH:26]=[CH:27][CH:28]=3)(=[O:22])=[O:21])[CH:7]=2)[N:4]=1. The catalyst class is: 8.